Dataset: Full USPTO retrosynthesis dataset with 1.9M reactions from patents (1976-2016). Task: Predict the reactants needed to synthesize the given product. Given the product [CH3:1][O:2][C:3]([C:5]1[CH:6]=[C:7]2[C:12](=[C:13]([CH:15]3[CH2:19][CH2:18][CH2:17][N:16]3[C:20]([O:22][C:23]([CH3:26])([CH3:24])[CH3:25])=[O:21])[CH:14]=1)[O:11][C:10]([N:27]1[CH2:32][CH2:31][O:30][CH2:29][CH2:28]1)=[CH:9][C:8]2=[O:33])=[O:4], predict the reactants needed to synthesize it. The reactants are: [CH3:1][O:2][C:3]([C:5]1[CH:6]=[C:7]2[C:12](=[C:13]([C:15]3[N:16]([C:20]([O:22][C:23]([CH3:26])([CH3:25])[CH3:24])=[O:21])[CH:17]=[CH:18][CH:19]=3)[CH:14]=1)[O:11][C:10]([N:27]1[CH2:32][CH2:31][O:30][CH2:29][CH2:28]1)=[CH:9][C:8]2=[O:33])=[O:4].